Dataset: Forward reaction prediction with 1.9M reactions from USPTO patents (1976-2016). Task: Predict the product of the given reaction. (1) The product is: [CH2:18]([O:17][C:11]1([O:14][CH2:15][CH3:16])[CH2:10][CH2:9][N:8]([C:1]([O:36][CH2:35][CH:33]2[C:34]3[CH:22]=[CH:23][CH:24]=[CH:25][C:26]=3[C:27]3[C:32]2=[CH:31][CH:30]=[CH:29][CH:28]=3)=[O:48])[CH2:13][CH2:12]1)[CH3:19]. Given the reactants [CH2:1]([N:8]1[CH2:13][CH2:12][C:11]([O:17][CH2:18][CH3:19])([O:14][CH2:15][CH3:16])[CH2:10][CH2:9]1)C1C=CC=CC=1.[H][H].[CH:22]1[C:34]2[CH:33]([CH2:35][O:36]C(ON3C(=O)CCC3=O)=O)[C:32]3[C:27](=[CH:28][CH:29]=[CH:30][CH:31]=3)[C:26]=2[CH:25]=[CH:24][CH:23]=1.C(=O)(O)[O-:48].[Na+], predict the reaction product. (2) Given the reactants [OH:1][C:2]1[C:3]([C:19]([C:22]2[CH:27]=[CH:26][CH:25]=[CH:24][CH:23]=2)([CH3:21])[CH3:20])=[N:4][C:5]2[C:10]([C:11]=1[C:12]([OH:14])=[O:13])=[CH:9][CH:8]=[C:7]1[CH2:15][CH2:16][CH2:17][CH2:18][C:6]=21.N1C2C(=CC=CC=2)C(=O)C1=O.C(OCC(=O)C(C1C=CC([Cl:54])=CC=1)(C)C)(=O)C, predict the reaction product. The product is: [Cl:54][C:25]1[CH:24]=[CH:23][C:22]([C:19]([C:3]2[C:2]([OH:1])=[C:11]([C:12]([OH:14])=[O:13])[C:10]3[C:5](=[C:6]4[CH2:18][CH2:17][CH2:16][CH2:15][C:7]4=[CH:8][CH:9]=3)[N:4]=2)([CH3:21])[CH3:20])=[CH:27][CH:26]=1.